From a dataset of Full USPTO retrosynthesis dataset with 1.9M reactions from patents (1976-2016). Predict the reactants needed to synthesize the given product. (1) Given the product [CH3:13][O:12][C:9]1[CH:8]=[C:7]2[C:6](=[CH:11][CH:10]=1)[C:3]([CH3:4])([C:2]([F:18])([F:17])[F:1])[O:16][CH2:15][CH2:14]2, predict the reactants needed to synthesize it. The reactants are: [F:1][C:2]([F:18])([F:17])[C:3]([C:6]1[CH:11]=[CH:10][C:9]([O:12][CH3:13])=[CH:8][C:7]=1[CH2:14][CH2:15][OH:16])(O)[CH3:4].C(N(CC)CC)C.CS(Cl)(=O)=O.COC1C=CC(C(O)(C)C(F)(F)F)=C(CCOS(C)(=O)=O)C=1.Cl. (2) The reactants are: [NH:1]1[CH2:6][CH:5]=[C:4]([C:7]2[CH:12]=[CH:11][C:10]([NH:13][C:14]([N:16]3[CH2:24][C:23]4[C:18](=[CH:19][CH:20]=[CH:21][CH:22]=4)[CH2:17]3)=[O:15])=[CH:9][CH:8]=2)[CH2:3][CH2:2]1.[CH:25](=O)[CH:26]([CH3:28])[CH3:27].C(O[BH-](OC(=O)C)OC(=O)C)(=O)C.[Na+]. Given the product [CH2:25]([N:1]1[CH2:2][CH:3]=[C:4]([C:7]2[CH:12]=[CH:11][C:10]([NH:13][C:14]([N:16]3[CH2:17][C:18]4[C:23](=[CH:22][CH:21]=[CH:20][CH:19]=4)[CH2:24]3)=[O:15])=[CH:9][CH:8]=2)[CH2:5][CH2:6]1)[CH:26]([CH3:28])[CH3:27], predict the reactants needed to synthesize it. (3) Given the product [NH2:2][CH:3]1[CH2:12][CH2:11][C:10]2[C:13](=[CH:6][CH:7]=[CH:8][CH:9]=2)[O:16]1, predict the reactants needed to synthesize it. The reactants are: Cl.[NH2:2][CH:3]1[CH2:12][C:11]2[C:6](=[CH:7][CH:8]=[CH:9][CH:10]=2)OC1.[C:13](=[O:16])(O)[O-].[Na+]. (4) Given the product [N+:1]([C:4]1[CH:11]=[C:10]([C:12]([F:13])([F:14])[F:15])[CH:9]=[CH:8][C:5]=1[C:6]([NH2:7])=[O:16])([O-:3])=[O:2], predict the reactants needed to synthesize it. The reactants are: [N+:1]([C:4]1[CH:11]=[C:10]([C:12]([F:15])([F:14])[F:13])[CH:9]=[CH:8][C:5]=1[C:6]#[N:7])([O-:3])=[O:2].[OH:16]S(O)(=O)=O. (5) Given the product [S:1]1[C:5]2[CH:6]=[CH:7][CH:8]=[CH:9][C:4]=2[N:3]=[C:2]1[CH:23]([C:22]1[CH:25]=[C:18]([CH:17]([O:16][CH3:15])[O:27][CH3:28])[CH:19]=[CH:20][C:21]=1[F:26])[OH:24], predict the reactants needed to synthesize it. The reactants are: [S:1]1[C:5]2[CH:6]=[CH:7][CH:8]=[CH:9][C:4]=2[N:3]=[CH:2]1.C([Li])CCC.[CH3:15][O:16][CH:17]([O:27][CH3:28])[C:18]1[CH:19]=[CH:20][C:21]([F:26])=[C:22]([CH:25]=1)[CH:23]=[O:24].[Cl-].[NH4+]. (6) Given the product [ClH:31].[OH:8][C:4]1[CH:3]=[C:2]([NH:1][C:22]([C:21]2[CH:20]=[CH:19][C:18]([C:25]3[CH:30]=[CH:29][CH:28]=[CH:27][CH:26]=3)=[CH:17][C:16]=2[CH2:15][N:9]2[CH2:14][CH2:13][CH2:12][CH2:11][CH2:10]2)=[O:23])[CH:7]=[CH:6][CH:5]=1, predict the reactants needed to synthesize it. The reactants are: [NH2:1][C:2]1[CH:3]=[C:4]([OH:8])[CH:5]=[CH:6][CH:7]=1.[N:9]1([CH2:15][C:16]2[CH:17]=[C:18]([C:25]3[CH:30]=[CH:29][CH:28]=[CH:27][CH:26]=3)[CH:19]=[CH:20][C:21]=2[C:22](O)=[O:23])[CH2:14][CH2:13][CH2:12][CH2:11][CH2:10]1.[Cl-:31].[Na+].C(N=C=NCCCN(C)C)C.Cl.C(=O)([O-])O.[Na+]. (7) Given the product [Cl:17][C:12]1[C:11]2[CH2:10][CH2:9][CH2:8][CH2:7][C:6]=2[CH:5]=[C:4]([OH:13])[C:3]=1[C:1]#[N:2], predict the reactants needed to synthesize it. The reactants are: [C:1]([C:3]1[C:4]([OH:13])=[CH:5][C:6]2[CH2:7][CH2:8][CH2:9][CH2:10][C:11]=2[CH:12]=1)#[N:2].S(Cl)([Cl:17])(=O)=O. (8) Given the product [Cl:19][C:16]1[N:15]=[CH:14][C:13]([NH:12][C@H:4]2[CH:5]3[CH2:10][N:1]4[CH2:8][CH:7]([CH2:9][CH:3]2[CH2:2]4)[CH2:6]3)=[CH:18][CH:17]=1, predict the reactants needed to synthesize it. The reactants are: [N:1]12[CH2:10][CH:5]3[CH2:6][CH:7]([CH2:9][CH:3]([C:4]3=O)[CH2:2]1)[CH2:8]2.[NH2:12][C:13]1[CH:14]=[N:15][C:16]([Cl:19])=[CH:17][CH:18]=1.[O-]S([O-])(=O)=O.[Na+].[Na+].[BH-](OC(C)=O)(OC(C)=O)OC(C)=O.[Na+].